From a dataset of Reaction yield outcomes from USPTO patents with 853,638 reactions. Predict the reaction yield, written as a fraction of the theoretical maximum amount of product (1.0 means a 100% yield; for example, 0.34 means a 34% yield). (1) The product is [CH2:11]([C:13]1[CH:19]=[CH:18][C:16]([NH:17][C:7]([C:6]2[CH:9]=[CH:10][C:3]([S:2][CH3:1])=[CH:4][CH:5]=2)=[NH:8])=[CH:15][CH:14]=1)[CH3:12]. The reactants are [CH3:1][S:2][C:3]1[CH:10]=[CH:9][C:6]([C:7]#[N:8])=[CH:5][CH:4]=1.[CH2:11]([C:13]1[CH:19]=[CH:18][C:16]([NH2:17])=[CH:15][CH:14]=1)[CH3:12]. The yield is 0.811. No catalyst specified. (2) The reactants are [C:1]([O:5][C:6]([NH:8][CH2:9][C:10]1[CH:18]=[CH:17][C:13]([C:14]([OH:16])=O)=[CH:12][C:11]=1[CH3:19])=[O:7])([CH3:4])([CH3:3])[CH3:2].C(N(CC)CC)C.[CH3:27][C:28]1[O:37][C:36]2[C:35]3[CH:38]=[CH:39][CH:40]=[CH:41][C:34]=3[NH:33][CH2:32][CH2:31][C:30]=2[N:29]=1. The catalyst is ClCCl.CN(C1C=CN=CC=1)C. The product is [C:1]([O:5][C:6](=[O:7])[NH:8][CH2:9][C:10]1[CH:18]=[CH:17][C:13]([C:14]([N:33]2[CH2:32][CH2:31][C:30]3[N:29]=[C:28]([CH3:27])[O:37][C:36]=3[C:35]3[CH:38]=[CH:39][CH:40]=[CH:41][C:34]2=3)=[O:16])=[CH:12][C:11]=1[CH3:19])([CH3:2])([CH3:3])[CH3:4]. The yield is 0.0900. (3) The reactants are [CH:1]1([CH2:6][CH:7]([C:18]2[NH:29][C:21]3=[N:22][CH:23]=[C:24]([C:26]([OH:28])=O)[CH:25]=[C:20]3[CH:19]=2)[C:8]2[CH:9]=[N:10][C:11]([S:14]([CH3:17])(=[O:16])=[O:15])=[CH:12][CH:13]=2)[CH2:5][CH2:4][CH2:3][CH2:2]1.[NH2:30][CH2:31][CH2:32][OH:33].CN1CCOCC1.O.ON1C2C=CC=CC=2N=N1.Cl.CN(C)CCCN=C=NCC. The catalyst is ClCCl.CN(C)C=O.C(OCC)(=O)C. The product is [OH:33][CH2:32][CH2:31][NH:30][C:26]([C:24]1[CH:25]=[C:20]2[CH:19]=[C:18]([CH:7]([C:8]3[CH:9]=[N:10][C:11]([S:14]([CH3:17])(=[O:16])=[O:15])=[CH:12][CH:13]=3)[CH2:6][CH:1]3[CH2:2][CH2:3][CH2:4][CH2:5]3)[NH:29][C:21]2=[N:22][CH:23]=1)=[O:28]. The yield is 0.340. (4) The reactants are C(OC([N:8]1[CH2:13][CH2:12][C:11]2[N:14]([CH3:32])[C:15]([C:17]3[CH:22]=[CH:21][N:20]=[C:19]([C:23]#[C:24][C:25]4[CH:30]=[CH:29][CH:28]=[C:27]([Cl:31])[CH:26]=4)[N:18]=3)=[CH:16][C:10]=2[C:9]1=[O:33])=O)(C)(C)C. The yield is 0.500. The catalyst is Cl.O1CCOCC1. The product is [Cl:31][C:27]1[CH:26]=[C:25]([C:24]#[C:23][C:19]2[N:18]=[C:17]([C:15]3[N:14]([CH3:32])[C:11]4[CH2:12][CH2:13][NH:8][C:9](=[O:33])[C:10]=4[CH:16]=3)[CH:22]=[CH:21][N:20]=2)[CH:30]=[CH:29][CH:28]=1. (5) The reactants are C([N:8]1[CH2:13][CH2:12][N:11]([C:14]2[CH:19]=[CH:18][C:17]([CH2:20][OH:21])=[CH:16][CH:15]=2)[CH2:10][CH2:9]1)C1C=CC=CC=1. The catalyst is CCO.[Pd]. The product is [N:11]1([C:14]2[CH:15]=[CH:16][C:17]([CH2:20][OH:21])=[CH:18][CH:19]=2)[CH2:12][CH2:13][NH:8][CH2:9][CH2:10]1. The yield is 1.00.